Dataset: Full USPTO retrosynthesis dataset with 1.9M reactions from patents (1976-2016). Task: Predict the reactants needed to synthesize the given product. (1) Given the product [CH:24]1([N:7]([C@H:1]2[CH2:2][CH2:3][C@H:4]([O:43][CH2:40][CH2:39][CH3:38])[CH2:5][CH2:6]2)[C:8](=[O:23])[NH:9][C:10]2[S:11][C:12]([S:15]([NH:18][C:19]3([C:20]([OH:22])=[O:21])[CH2:51][CH2:47][CH2:48]3)(=[O:16])=[O:17])=[CH:13][N:14]=2)[CH2:29][CH2:28][CH2:27][CH2:26][CH2:25]1, predict the reactants needed to synthesize it. The reactants are: [CH:1]1([N:7]([CH:24]2[CH2:29][CH2:28][CH2:27][CH2:26][CH2:25]2)[C:8](=[O:23])[NH:9][C:10]2[S:11][C:12]([S:15]([NH:18][CH2:19][C:20]([OH:22])=[O:21])(=[O:17])=[O:16])=[CH:13][N:14]=2)[CH2:6][CH2:5][CH2:4][CH2:3][CH2:2]1.C1(N[C@H]2CC[C@H:40]([O:43]CCC)[CH2:39][CH2:38]2)CCCCC1.[CH:47]1(N([C@H]2CC[C@H](OC)CC2)C(=O)NC2SC(SCC(O)=O)=CN=2)[CH2:51]CC[CH2:48]1.O[C@H]1CC[C@H](C2C=CC=C3C=2C(=O)NC3=O)CC1.BrCCC.C1(=O)CCCCC1.COC(C1(NS(C2SC(N)=NC=2)(=O)=O)CCC1)=O. (2) Given the product [NH:41]1[CH:40]=[C:39]([C:2]2[CH:7]=[C:6]([C:8]([F:11])([F:10])[F:9])[CH:5]=[CH:4][C:3]=2[N:12]2[CH2:17][CH2:16][O:15][C:14]3[CH:18]=[C:19]([S:22]([NH:25][C:26]4[S:30][N:29]=[CH:28][N:27]=4)(=[O:24])=[O:23])[CH:20]=[CH:21][C:13]2=3)[CH:43]=[N:42]1, predict the reactants needed to synthesize it. The reactants are: Br[C:2]1[CH:7]=[C:6]([C:8]([F:11])([F:10])[F:9])[CH:5]=[CH:4][C:3]=1[N:12]1[CH2:17][CH2:16][O:15][C:14]2[CH:18]=[C:19]([S:22]([NH:25][C:26]3[S:30][N:29]=[CH:28][N:27]=3)(=[O:24])=[O:23])[CH:20]=[CH:21][C:13]1=2.CC1(C)C(C)(C)OB([C:39]2[CH:40]=[N:41][N:42](C(OC(C)(C)C)=O)[CH:43]=2)O1.C([O-])([O-])=O.[K+].[K+].Cl. (3) Given the product [CH2:21]([O:28][C:29]1[CH:30]=[C:31]([CH:32]=[CH:9][C:8]([C:3]2[CH:4]=[CH:5][CH:6]=[CH:7][C:2]=2[Cl:1])=[O:10])[CH:34]=[CH:35][CH:36]=1)[C:22]1[CH:23]=[CH:24][CH:25]=[CH:26][CH:27]=1, predict the reactants needed to synthesize it. The reactants are: [Cl:1][C:2]1[CH:7]=[CH:6][CH:5]=[CH:4][C:3]=1[C:8](=[O:10])[CH3:9].[Li+].C[Si]([N-][Si](C)(C)C)(C)C.[CH2:21]([O:28][C:29]1[CH:30]=[C:31]([CH:34]=[CH:35][CH:36]=1)[CH:32]=O)[C:22]1[CH:27]=[CH:26][CH:25]=[CH:24][CH:23]=1.[NH4+].[Cl-]. (4) Given the product [Cl:25][C:21]1[CH:20]=[C:19]([C:16]2[C:12]3[N:13]=[CH:14][S:15][C:11]=3[CH:10]=[C:9]([CH2:8][N:1]3[CH2:6][CH2:5][NH:4][CH2:3][CH2:2]3)[C:17]=2[F:18])[CH:24]=[CH:23][CH:22]=1, predict the reactants needed to synthesize it. The reactants are: [NH:1]1[CH2:6][CH2:5][NH:4][CH2:3][CH2:2]1.Br[CH2:8][C:9]1[C:17]([F:18])=[C:16]([C:19]2[CH:24]=[CH:23][CH:22]=[C:21]([Cl:25])[CH:20]=2)[C:12]2[N:13]=[CH:14][S:15][C:11]=2[CH:10]=1.CS(C)=O. (5) Given the product [NH:1]1[CH:5]=[C:4]([C:6]2[CH:7]=[C:8]([CH:11]=[CH:12][CH:13]=2)[C:9]([NH2:10])=[O:16])[N:3]=[CH:2]1, predict the reactants needed to synthesize it. The reactants are: [NH:1]1[CH:5]=[C:4]([C:6]2[CH:7]=[C:8]([CH:11]=[CH:12][CH:13]=2)[C:9]#[N:10])[N:3]=[CH:2]1.O.B1([O-])O[O:16]1.O.O.O.O.[Na+]. (6) Given the product [CH2:22]([S:1][C:2]1[CH:9]=[C:8]([C:10]2[CH:15]=[CH:14][C:13]([C:16]([F:17])([F:18])[F:19])=[CH:12][CH:11]=2)[CH:7]=[CH:6][C:3]=1[C:4]#[N:5])[CH:21]=[CH2:20], predict the reactants needed to synthesize it. The reactants are: [SH:1][C:2]1[CH:9]=[C:8]([C:10]2[CH:15]=[CH:14][C:13]([C:16]([F:19])([F:18])[F:17])=[CH:12][CH:11]=2)[CH:7]=[CH:6][C:3]=1[C:4]#[N:5].[CH3:20][C:21](C)([O-])[CH3:22].[K+].O. (7) Given the product [CH3:1][NH:2][C:3]([NH:14][C:15]1[CH:20]=[CH:19][C:18]([C:21]2[CH:22]=[CH:23][C:24]([NH:27][C:28]([C@@H:30]3[CH:35]4[CH2:34][CH2:33][N:32]([CH2:37][CH2:36]4)[CH2:31]3)=[O:29])=[CH:25][CH:26]=2)=[CH:17][CH:16]=1)=[O:4], predict the reactants needed to synthesize it. The reactants are: [CH3:1][N:2]=[C:3]=[O:4].C(N(CC)CC)C.Cl.Cl.[NH2:14][C:15]1[CH:20]=[CH:19][C:18]([C:21]2[CH:26]=[CH:25][C:24]([NH:27][C:28]([C@@H:30]3[CH:35]4[CH2:36][CH2:37][N:32]([CH2:33][CH2:34]4)[CH2:31]3)=[O:29])=[CH:23][CH:22]=2)=[CH:17][CH:16]=1.O. (8) The reactants are: OO.[NH2:3][C:4]([C:10]1[CH:15]=[CH:14][C:13]([O:16][CH3:17])=[CH:12][CH:11]=1)=[C:5]([CH3:9])[C:6]([NH2:8])=[S:7]. Given the product [CH3:17][O:16][C:13]1[CH:12]=[CH:11][C:10]([C:4]2[C:5]([CH3:9])=[C:6]([NH2:8])[S:7][N:3]=2)=[CH:15][CH:14]=1, predict the reactants needed to synthesize it.